Task: Predict the product of the given reaction.. Dataset: Forward reaction prediction with 1.9M reactions from USPTO patents (1976-2016) (1) Given the reactants [C:1]([C:5]1[CH:6]=[C:7]([O:12]C)[CH:8]=[CH:9][C:10]=1[OH:11])([CH3:4])([CH3:3])[CH3:2].S(=O)(=O)(O)O.[C:19](O)(=[O:21])[CH3:20], predict the reaction product. The product is: [C:19]([O:11][C:10]1[CH:9]=[CH:8][C:7]([OH:12])=[CH:6][C:5]=1[C:1]([CH3:2])([CH3:3])[CH3:4])(=[O:21])[CH3:20]. (2) Given the reactants [C:1]([C:3]1[CH:4]=[C:5]([C:9]2[CH:10]=[C:11]3[C:15](=[CH:16][CH:17]=2)[NH:14][C:13]2[C:18]([CH3:22])=[N:19][CH:20]=[CH:21][C:12]3=2)[CH:6]=[CH:7][CH:8]=1)#[N:2].[BH4-].[Na+].O.Cl, predict the reaction product. The product is: [NH2:2][CH2:1][C:3]1[CH:4]=[C:5]([C:9]2[CH:10]=[C:11]3[C:15](=[CH:16][CH:17]=2)[NH:14][C:13]2[C:18]([CH3:22])=[N:19][CH:20]=[CH:21][C:12]3=2)[CH:6]=[CH:7][CH:8]=1. (3) Given the reactants [F:1][C:2]1[CH:10]=[C:9]2[C:5]([C:6](/[CH:11]=[CH:12]/[C:13]3[CH:18]=[CH:17][C:16]([F:19])=[CH:15][CH:14]=3)=[N:7][NH:8]2)=[CH:4][C:3]=1[NH:20][C:21]([C:23]1([CH2:26][NH2:27])[CH2:25][CH2:24]1)=[O:22].[C:28](OC(=O)C)(=[O:30])[CH3:29], predict the reaction product. The product is: [F:1][C:2]1[CH:10]=[C:9]2[C:5]([C:6](/[CH:11]=[CH:12]/[C:13]3[CH:14]=[CH:15][C:16]([F:19])=[CH:17][CH:18]=3)=[N:7][NH:8]2)=[CH:4][C:3]=1[NH:20][C:21]([C:23]1([CH2:26][NH:27][C:28](=[O:30])[CH3:29])[CH2:25][CH2:24]1)=[O:22]. (4) The product is: [Cl:1][C:2]1[CH:3]=[CH:4][C:5]([C:8]2[S:17][C:11]3[C:12](=[O:16])[N:13]([C:19]4[CH:24]=[N:23][C:22]([N:25]5[CH2:29][CH2:28][C@@H:27]([N:30]6[CH2:34][CH2:33][C@@H:32]([F:35])[CH2:31]6)[CH2:26]5)=[CH:21][CH:20]=4)[CH:14]=[CH:15][C:10]=3[CH:9]=2)=[CH:6][CH:7]=1. Given the reactants [Cl:1][C:2]1[CH:7]=[CH:6][C:5]([C:8]2[S:17][C:11]3[C:12](=[O:16])[NH:13][CH:14]=[CH:15][C:10]=3[CH:9]=2)=[CH:4][CH:3]=1.Br[C:19]1[CH:20]=[CH:21][C:22]([N:25]2[CH2:29][CH2:28][C@@H:27]([N:30]3[CH2:34][CH2:33][C@@H:32]([F:35])[CH2:31]3)[CH2:26]2)=[N:23][CH:24]=1.C(=O)([O-])[O-].[Cs+].[Cs+].CNCCNC.[NH4+].[OH-], predict the reaction product. (5) The product is: [CH3:1][CH2:2][CH2:3][CH:4]1[O:24][C@:23]2([C:25]([CH2:27][OH:28])=[O:26])[C@@H:6]([CH2:7][C@@H:8]3[C@:22]2([CH3:29])[CH2:21][C@H:20]([OH:30])[C@H:19]2[C@H:9]3[CH2:10][CH2:11][C:12]3[C@:18]2([CH3:31])[CH:17]=[CH:16][C:14](=[O:15])[CH:13]=3)[O:5]1.[CH2:36]([O:35][C:33](=[O:5])[O-:34])[CH2:37][CH2:38][CH2:39][CH2:40][CH2:41][CH2:42][CH2:43][CH2:44][CH2:45][CH2:46][CH3:47]. Given the reactants [CH3:1][CH2:2][CH2:3][CH:4]1[O:24][C@:23]2([C:25]([CH2:27][OH:28])=[O:26])[C@@H:6]([CH2:7][C@@H:8]3[C@:22]2([CH3:29])[CH2:21][C@H:20]([OH:30])[C@H:19]2[C@H:9]3[CH2:10][CH2:11][C:12]3[C@:18]2([CH3:31])[CH:17]=[CH:16][C:14](=[O:15])[CH:13]=3)[O:5]1.Cl[C:33]([O:35][CH2:36][CH2:37][CH2:38][CH2:39][CH2:40][CH2:41][CH2:42][CH2:43][CH2:44][CH2:45][CH2:46][CH3:47])=[O:34].CCN(CC)CC.O, predict the reaction product.